Dataset: Full USPTO retrosynthesis dataset with 1.9M reactions from patents (1976-2016). Task: Predict the reactants needed to synthesize the given product. (1) Given the product [F:1][C:2]([F:17])([F:16])[C:3]1[CH:8]=[CH:7][C:6]([C:9]2[CH:14]=[CH:13][NH:12][C:11](=[O:20])[CH:10]=2)=[CH:5][CH:4]=1, predict the reactants needed to synthesize it. The reactants are: [F:1][C:2]([F:17])([F:16])[C:3]1[CH:8]=[CH:7][C:6]([C:9]2[CH:14]=[CH:13][N+:12]([O-])=[CH:11][CH:10]=2)=[CH:5][CH:4]=1.CC(OC(C)=O)=[O:20]. (2) The reactants are: [Br:1][C:2]1[C:3](=[O:28])[N:4]([C:17]2[CH:22]=[C:21]([C:23](=O)[C:24]#[CH:25])[CH:20]=[CH:19][C:18]=2[CH3:27])[C:5]([CH3:16])=[N:6][C:7]=1[O:8][CH2:9][C:10]1[N:11]=[C:12]([CH3:15])[S:13][CH:14]=1.Cl.[OH:30][C:31]([CH3:36])([CH3:35])[C:32]([NH2:34])=[NH:33].C(=O)([O-])[O-].[K+].[K+]. Given the product [Br:1][C:2]1[C:3](=[O:28])[N:4]([C:17]2[CH:22]=[C:21]([C:23]3[CH:24]=[CH:25][N:34]=[C:32]([C:31]([OH:30])([CH3:36])[CH3:35])[N:33]=3)[CH:20]=[CH:19][C:18]=2[CH3:27])[C:5]([CH3:16])=[N:6][C:7]=1[O:8][CH2:9][C:10]1[N:11]=[C:12]([CH3:15])[S:13][CH:14]=1, predict the reactants needed to synthesize it. (3) Given the product [C:10]([O:17][CH2:2][CH2:3][CH2:4][CH2:5][CH2:6][CH2:7][CH2:8][CH3:9])(=[O:16])[CH2:11][CH2:12][C:13]([CH3:15])=[O:14], predict the reactants needed to synthesize it. The reactants are: Br[CH2:2][CH2:3][CH2:4][CH2:5][CH2:6][CH2:7][CH2:8][CH3:9].[C:10]([OH:17])(=[O:16])[CH2:11][CH2:12][C:13]([CH3:15])=[O:14].C([O-])([O-])=O.[K+].[K+]. (4) Given the product [Br:1][C:2]1[CH:3]=[C:4]2[C:10]([C:11]([N:13]([O:15][CH3:16])[CH3:14])=[O:12])=[N:9][N:8]([CH:18]3[CH2:19][CH2:20][CH2:21][CH2:22][O:17]3)[C:5]2=[N:6][CH:7]=1, predict the reactants needed to synthesize it. The reactants are: [Br:1][C:2]1[CH:3]=[C:4]2[C:10]([C:11]([N:13]([O:15][CH3:16])[CH3:14])=[O:12])=[N:9][NH:8][C:5]2=[N:6][CH:7]=1.[O:17]1[CH:22]=[CH:21][CH2:20][CH2:19][CH2:18]1.CC1C=CC(S([O-])(=O)=O)=CC=1.C1C=C[NH+]=CC=1.